This data is from Experimentally validated miRNA-target interactions with 360,000+ pairs, plus equal number of negative samples. The task is: Binary Classification. Given a miRNA mature sequence and a target amino acid sequence, predict their likelihood of interaction. (1) The protein sequence of the target gene is MAAVDSFYLLYREIARSCNCYMEALALVGAWYTARKSITVICDFYSLIRLHFIPRLGSRADLIKQYGRWAVVSGATDGIGKAYAEELASRGLNIILISRNEEKLQVVAKDIADTYKVETDIIVADFSSGREIYLPIREALKDKDVGILVNNVGVFYPYPQYFTQLSEDKLWDIINVNIAAASLMVHVVLPGMVERKKGAIVTISSGSCCKPTPQLAAFSASKAYLDHFSRALQYEYASKGIFVQSLIPFYVATSMTAPSNFLHRCSWLVPSPKVYAHHAVSTLGISKRTTGYWSHSIQFL.... The miRNA is hsa-miR-6804-5p with sequence UGAGGGUGUCAGCAGGUGACG. Result: 1 (interaction). (2) The miRNA is hsa-miR-5003-3p with sequence UACUUUUCUAGGUUGUUGGGG. The protein sequence of the target gene is MAQAHRTPQPRAAPSQPRVFKLVLLGSGSVGKSSLALRYVKNDFKSILPTVGCAFFTKVVDVGATSLKLEIWDTAGQEKYHSVCHLYFRGANAALLVYDITRKDSFLKAQQWLKDLEEELHPGEVLVMLVGNKTDLSQEREVTFQEGKEFADSQKLLFMETSAKLNHQVSEVFNTVAQELLQRSDEEGQALRGDAAVALNKGPARQAKCCAH. Result: 1 (interaction).